This data is from Reaction yield outcomes from USPTO patents with 853,638 reactions. The task is: Predict the reaction yield, written as a fraction of the theoretical maximum amount of product (1.0 means a 100% yield; for example, 0.34 means a 34% yield). The catalyst is C(N(CC)CC)C. The reactants are [CH:1]1([CH2:4][O:5][C:6]2[CH:7]=[CH:8][C:9]3[O:13][C:12]([CH:14]([NH:18][C:19]4[N:24]=[CH:23][C:22](C(O)=O)=[CH:21][CH:20]=4)[CH:15]([CH3:17])[CH3:16])=[C:11]([CH3:28])[C:10]=3[CH:29]=2)[CH2:3][CH2:2]1.CNC[CH2:33][C:34]([O:36][CH2:37][CH3:38])=[O:35].O.ON1C2C=CC=CC=2N=N1.Cl.C(N=C=NCCCN(C)C)C.[Cl-].[NH4+].[CH3:64][N:65]([CH3:68])[CH:66]=[O:67]. The product is [CH:1]1([CH2:4][O:5][C:6]2[CH:7]=[CH:8][C:9]3[O:13][C:12]([CH:14]([NH:18][C:19]4[N:24]=[CH:23][C:22]([C:66]([N:65]([CH3:68])[CH2:64][CH2:33][C:34]([O:36][CH2:37][CH3:38])=[O:35])=[O:67])=[CH:21][CH:20]=4)[CH:15]([CH3:16])[CH3:17])=[C:11]([CH3:28])[C:10]=3[CH:29]=2)[CH2:2][CH2:3]1. The yield is 0.560.